Dataset: Catalyst prediction with 721,799 reactions and 888 catalyst types from USPTO. Task: Predict which catalyst facilitates the given reaction. (1) The catalyst class is: 86. Reactant: [F:1][CH:2]([F:22])[C:3]1[N:8]2[CH:9]=[N:10][CH:11]=[C:7]2[N:6]=[C:5]([C:12]2[CH:17]=[CH:16][C:15]([C:18]([F:21])([F:20])[F:19])=[CH:14][CH:13]=2)[CH:4]=1.C([O-])(=O)C.[Na+].[I:28]Cl. Product: [F:22][CH:2]([F:1])[C:3]1[N:8]2[CH:9]=[N:10][C:11]([I:28])=[C:7]2[N:6]=[C:5]([C:12]2[CH:13]=[CH:14][C:15]([C:18]([F:21])([F:20])[F:19])=[CH:16][CH:17]=2)[CH:4]=1. (2) Reactant: [Cl:1][C:2]1[CH:3]=[CH:4][N:5]2[C:9]([CH:10]=1)=[CH:8][C:7]([CH3:11])=[C:6]2[S:12][C:13]1[CH:18]=[CH:17][C:16]([S:19]([CH3:22])(=[O:21])=[O:20])=[CH:15][CH:14]=1.[CH3:23][O:24][C:25](=[O:29])[C:26](Cl)=[O:27]. Product: [CH3:23][O:24][C:25](=[O:29])[C:26]([C:8]1[C:7]([CH3:11])=[C:6]([S:12][C:13]2[CH:14]=[CH:15][C:16]([S:19]([CH3:22])(=[O:21])=[O:20])=[CH:17][CH:18]=2)[N:5]2[C:9]=1[CH:10]=[C:2]([Cl:1])[CH:3]=[CH:4]2)=[O:27]. The catalyst class is: 7. (3) Reactant: [Na].[CH2:2]([O:9][C:10]1[CH:15]=[C:14]([O:16][CH2:17][C:18]2[CH:23]=[CH:22][CH:21]=[CH:20][CH:19]=2)[C:13]([Br:24])=[CH:12][C:11]=1[C:25](=[O:27])[CH3:26])[C:3]1[CH:8]=[CH:7][CH:6]=[CH:5][CH:4]=1.[C:28](OCC)(=[O:34])[C:29]([O:31][CH2:32][CH3:33])=[O:30].Cl. Product: [CH2:32]([O:31][C:29](=[O:30])[C:28](=[O:34])[CH2:26][C:25]([C:11]1[CH:12]=[C:13]([Br:24])[C:14]([O:16][CH2:17][C:18]2[CH:23]=[CH:22][CH:21]=[CH:20][CH:19]=2)=[CH:15][C:10]=1[O:9][CH2:2][C:3]1[CH:8]=[CH:7][CH:6]=[CH:5][CH:4]=1)=[O:27])[CH3:33]. The catalyst class is: 8.